Predict the reactants needed to synthesize the given product. From a dataset of Full USPTO retrosynthesis dataset with 1.9M reactions from patents (1976-2016). (1) Given the product [C:37]([NH:1][C@@H:2]1[CH2:6][CH2:5][N:4]([C:7]2[CH:8]=[CH:9][C:10]([C:11]([NH:13][C:14]3[CH:15]=[C:16]([C:28]4[CH:29]=[CH:30][C:31]([F:34])=[CH:32][CH:33]=4)[CH:17]=[CH:18][C:19]=3[NH:20][C:21](=[O:27])[O:22][C:23]([CH3:26])([CH3:25])[CH3:24])=[O:12])=[CH:35][CH:36]=2)[CH2:3]1)(=[O:39])[CH3:38], predict the reactants needed to synthesize it. The reactants are: [NH2:1][C@@H:2]1[CH2:6][CH2:5][N:4]([C:7]2[CH:36]=[CH:35][C:10]([C:11]([NH:13][C:14]3[CH:15]=[C:16]([C:28]4[CH:33]=[CH:32][C:31]([F:34])=[CH:30][CH:29]=4)[CH:17]=[CH:18][C:19]=3[NH:20][C:21](=[O:27])[O:22][C:23]([CH3:26])([CH3:25])[CH3:24])=[O:12])=[CH:9][CH:8]=2)[CH2:3]1.[C:37](OC(=O)C)(=[O:39])[CH3:38]. (2) Given the product [OH:11][CH2:10][C:8]1[N:7]=[C:6]([CH3:12])[N:5]([CH2:4][C:3]([O-:13])=[O:2])[CH:9]=1.[K+:18], predict the reactants needed to synthesize it. The reactants are: C[O:2][C:3](=[O:13])[CH2:4][N:5]1[CH:9]=[C:8]([CH2:10][OH:11])[N:7]=[C:6]1[CH3:12].C(=O)([O-])[O-].[K+:18].[K+].